From a dataset of Catalyst prediction with 721,799 reactions and 888 catalyst types from USPTO. Predict which catalyst facilitates the given reaction. (1) Reactant: [O:1]=[C:2]1[C:10]2[C:5](=[CH:6][CH:7]=[C:8]([C:11]#[N:12])[CH:9]=2)[CH2:4][NH:3]1.C[C@@H](C1C=CC2[C@@H]3[C@@H]4O[C@@H]4[C@]4(O)[C@](C)(C(C=CC4)=O)[C@H]3CCC=2C=1)/C=C/C(C)=O.[CH3:42][C:43]([O:46][C:47](O[C:47]([O:46][C:43]([CH3:45])([CH3:44])[CH3:42])=[O:48])=[O:48])([CH3:45])[CH3:44].[BH4-].[Na+]. Product: [O:1]=[C:2]1[C:10]2[C:5](=[CH:6][CH:7]=[C:8]([CH2:11][NH:12][C:47](=[O:48])[O:46][C:43]([CH3:45])([CH3:44])[CH3:42])[CH:9]=2)[CH2:4][NH:3]1. The catalyst class is: 5. (2) Reactant: [CH3:1][N:2]1[CH:6]=[C:5](B(O)O)[CH:4]=[N:3]1.[CH3:10][N:11]([C:21]1[CH:26]=[CH:25][C:24]([NH:27][C:28]([NH:30][C:31]2[CH:36]=[CH:35][CH:34]=[CH:33][CH:32]=2)=[O:29])=[CH:23][CH:22]=1)[S:12]([C:15]1[S:16][C:17](Br)=[CH:18][CH:19]=1)(=[O:14])=[O:13].C([O-])([O-])=O.[Na+].[Na+]. Product: [CH3:10][N:11]([C:21]1[CH:22]=[CH:23][C:24]([NH:27][C:28]([NH:30][C:31]2[CH:36]=[CH:35][CH:34]=[CH:33][CH:32]=2)=[O:29])=[CH:25][CH:26]=1)[S:12]([C:15]1[S:16][C:17]([C:5]2[CH:4]=[N:3][N:2]([CH3:1])[CH:6]=2)=[CH:18][CH:19]=1)(=[O:14])=[O:13]. The catalyst class is: 10. (3) Reactant: [Cl:1][C:2]1[N:10]([CH2:11][C:12]2[CH:17]=[CH:16][C:15]([Cl:18])=[CH:14][CH:13]=2)[C:9]2[C:8](=[O:19])[N:7]([CH3:20])[C:6](=[O:21])[NH:5][C:4]=2[N:3]=1.Br[CH2:23][C:24]1[CH:29]=[CH:28][CH:27]=[CH:26][CH:25]=1.C(=O)([O-])[O-].[K+].[K+]. Product: [CH2:23]([N:5]1[C:4]2[N:3]=[C:2]([Cl:1])[N:10]([CH2:11][C:12]3[CH:13]=[CH:14][C:15]([Cl:18])=[CH:16][CH:17]=3)[C:9]=2[C:8](=[O:19])[N:7]([CH3:20])[C:6]1=[O:21])[C:24]1[CH:29]=[CH:28][CH:27]=[CH:26][CH:25]=1. The catalyst class is: 248. (4) Reactant: [Cl:1][C:2]1[N:7]=[C:6]2[N:8]([CH2:12][CH2:13][N:14]([CH3:16])[CH3:15])[N:9]=[C:10](I)[C:5]2=[C:4]([CH:17]([F:19])[F:18])[CH:3]=1.COCCOC.O.[C:27]1(B(O)O)[CH:32]=[CH:31][CH:30]=[CH:29][CH:28]=1.O.O.P([O-])([O-])([O-])=O.[K+].[K+].[K+]. Product: [Cl:1][C:2]1[N:7]=[C:6]2[N:8]([CH2:12][CH2:13][N:14]([CH3:16])[CH3:15])[N:9]=[C:10]([C:27]3[CH:32]=[CH:31][CH:30]=[CH:29][CH:28]=3)[C:5]2=[C:4]([CH:17]([F:19])[F:18])[CH:3]=1. The catalyst class is: 103. (5) Product: [Cl:22][C:23]1[N:28]=[C:27]([NH:29][NH:30][C:8](=[O:10])[C@H:7]([CH2:6][CH:1]2[CH2:2][CH2:3][CH2:4][CH2:5]2)[CH2:11][N:12]([O:13][CH:14]2[CH2:19][CH2:18][CH2:17][CH2:16][O:15]2)[CH:20]=[O:21])[C:26]([F:31])=[C:25]([N:32]2[CH2:33][C:34]([CH3:41])([N:36]3[CH2:40][CH2:39][CH2:38][CH2:37]3)[CH2:35]2)[N:24]=1. The catalyst class is: 3. Reactant: [CH:1]1([CH2:6][C@H:7]([CH2:11][N:12]([CH:20]=[O:21])[O:13][CH:14]2[CH2:19][CH2:18][CH2:17][CH2:16][O:15]2)[C:8]([OH:10])=O)[CH2:5][CH2:4][CH2:3][CH2:2]1.[Cl:22][C:23]1[N:28]=[C:27]([NH:29][NH2:30])[C:26]([F:31])=[C:25]([N:32]2[CH2:35][C:34]([CH3:41])([N:36]3[CH2:40][CH2:39][CH2:38][CH2:37]3)[CH2:33]2)[N:24]=1.C(Cl)CCl.C1C=NC2N(O)N=NC=2C=1.CN1CCOCC1. (6) Reactant: [CH2:1]([C:3]1[CH:8]=[CH:7][CH:6]=[C:5]([CH3:9])[C:4]=1[OH:10])[CH3:2].C1N2CN3CN(C2)CN1C3.[C:21](O)(=[O:23])C. Product: [CH2:1]([C:3]1[CH:8]=[C:7]([CH:6]=[C:5]([CH3:9])[C:4]=1[OH:10])[CH:21]=[O:23])[CH3:2]. The catalyst class is: 6. (7) Reactant: [O:1]1[C:6]2[CH:7]=[CH:8][CH:9]=[CH:10][C:5]=2[O:4][CH2:3][C@@H:2]1[C:11](Cl)=[O:12].Cl.[F:15][C:16]([F:30])([F:29])[C:17]1[CH:22]=[CH:21][C:20]([CH:23]2[CH2:28][CH2:27][CH2:26][NH:25][CH2:24]2)=[CH:19][CH:18]=1.C(N(CC)CC)C.Cl. Product: [O:1]1[C:6]2[CH:7]=[CH:8][CH:9]=[CH:10][C:5]=2[O:4][CH2:3][C@@H:2]1[C:11]([N:25]1[CH2:26][CH2:27][CH2:28][C@@H:23]([C:20]2[CH:21]=[CH:22][C:17]([C:16]([F:15])([F:29])[F:30])=[CH:18][CH:19]=2)[CH2:24]1)=[O:12]. The catalyst class is: 2. (8) Reactant: [OH:1][C@@H:2]1[C:11]2[C:10]([CH2:12][O:13][CH3:14])=[CH:9][N:8]3[C:15]([CH3:19])=[C:16]([CH3:18])[N:17]=[C:7]3[C:6]=2[NH:5][C@H:4]([C:20]2[CH:25]=[CH:24][CH:23]=[CH:22][CH:21]=2)[C@H:3]1[OH:26].S(=O)(=O)(O)O.[OH-].[Na+].[C:34](=O)([O-])O.[Na+]. Product: [OH:26][C@H:3]1[C@@H:2]([O:1][CH3:34])[C:11]2[C:10]([CH2:12][O:13][CH3:14])=[CH:9][N:8]3[C:15]([CH3:19])=[C:16]([CH3:18])[N:17]=[C:7]3[C:6]=2[NH:5][C@@H:4]1[C:20]1[CH:21]=[CH:22][CH:23]=[CH:24][CH:25]=1. The catalyst class is: 24. (9) Reactant: [H-].[Na+].[CH3:3][C:4]1[CH:5]=[C:6]([OH:19])[CH:7]=[CH:8][C:9]=1[CH2:10][CH2:11][CH2:12][CH2:13][N:14]1[CH:18]=[CH:17][N:16]=[N:15]1.Cl[CH2:21][C:22]1[CH:27]=[CH:26][C:25]([C:28]2[CH:33]=[CH:32][C:31]([C:34]([F:37])([F:36])[F:35])=[CH:30][CH:29]=2)=[CH:24][N:23]=1.O. Product: [CH3:3][C:4]1[CH:5]=[C:6]([CH:7]=[CH:8][C:9]=1[CH2:10][CH2:11][CH2:12][CH2:13][N:14]1[CH:18]=[CH:17][N:16]=[N:15]1)[O:19][CH2:21][C:22]1[CH:27]=[CH:26][C:25]([C:28]2[CH:33]=[CH:32][C:31]([C:34]([F:36])([F:35])[F:37])=[CH:30][CH:29]=2)=[CH:24][N:23]=1. The catalyst class is: 9. (10) Reactant: [Al+3].[Cl-].[Cl-].[Cl-].[H-].[Al+3].[Li+].[H-].[H-].[H-].[Br:11][C:12]#[C:13][C@H:14]([OH:24])[CH2:15][O:16][C:17]1[CH:22]=[CH:21][C:20]([F:23])=[CH:19][CH:18]=1.[OH-].[Na+]. Product: [Br:11]/[CH:12]=[CH:13]/[C@H:14]([OH:24])[CH2:15][O:16][C:17]1[CH:22]=[CH:21][C:20]([F:23])=[CH:19][CH:18]=1. The catalyst class is: 316.